The task is: Binary Classification. Given a drug SMILES string, predict its activity (active/inactive) in a high-throughput screening assay against a specified biological target.. This data is from HIV replication inhibition screening data with 41,000+ compounds from the AIDS Antiviral Screen. (1) The drug is COc1cc(C2c3cc4c(c(O)c3CC3COC(=O)C32)OCO4)cc(OC)c1OC. The result is 0 (inactive). (2) The drug is CCOC(=O)C1(Cc2ccccc2)Cc2cc3c(cc2C1=O)CCC3. The result is 0 (inactive).